Dataset: Peptide-MHC class I binding affinity with 185,985 pairs from IEDB/IMGT. Task: Regression. Given a peptide amino acid sequence and an MHC pseudo amino acid sequence, predict their binding affinity value. This is MHC class I binding data. (1) The peptide sequence is EPRVQLVPL. The MHC is HLA-B44:02 with pseudo-sequence HLA-B44:02. The binding affinity (normalized) is 0.213. (2) The peptide sequence is GAIKNSTAI. The MHC is HLA-A02:03 with pseudo-sequence HLA-A02:03. The binding affinity (normalized) is 0.148. (3) The peptide sequence is RRQGNIYPK. The MHC is HLA-A30:01 with pseudo-sequence HLA-A30:01. The binding affinity (normalized) is 0.442. (4) The peptide sequence is LFASADNHPK. The MHC is HLA-A33:01 with pseudo-sequence HLA-A33:01. The binding affinity (normalized) is 0.150. (5) The peptide sequence is TYMFTHIDL. The MHC is HLA-A24:03 with pseudo-sequence HLA-A24:03. The binding affinity (normalized) is 0.770. (6) The peptide sequence is YAMAIRQAI. The MHC is HLA-B18:01 with pseudo-sequence HLA-B18:01. The binding affinity (normalized) is 0.213. (7) The peptide sequence is RLHSDASKNK. The MHC is HLA-A03:01 with pseudo-sequence HLA-A03:01. The binding affinity (normalized) is 0.487. (8) The peptide sequence is KILLFSGL. The MHC is H-2-Kb with pseudo-sequence H-2-Kb. The binding affinity (normalized) is 0.941.